Dataset: Full USPTO retrosynthesis dataset with 1.9M reactions from patents (1976-2016). Task: Predict the reactants needed to synthesize the given product. (1) Given the product [CH2:37]([O:41][C:42]1[CH:75]=[CH:74][C:45]([C:46]([NH:48][C:49]2[CH:54]=[CH:53][C:52]([C:55]3[CH:63]=[C:62]4[C:58]([CH2:59][N:60]([C@@H:65]([CH:70]([CH3:72])[CH3:71])[C:66]([OH:68])=[O:67])[C:61]4=[O:64])=[CH:57][CH:56]=3)=[C:51]([CH3:73])[CH:50]=2)=[O:47])=[CH:44][CH:43]=1)[CH2:38][CH2:39][CH3:40], predict the reactants needed to synthesize it. The reactants are: C(C1C=CC(C(NC2C=CC(C3C=C4C(CN([C@@H](C(C)C)C(O)=O)C4=O)=CC=3)=NC=2)=O)=CC=1)(C)(C)C.[CH2:37]([O:41][C:42]1[CH:75]=[CH:74][C:45]([C:46]([NH:48][C:49]2[CH:54]=[CH:53][C:52]([C:55]3[CH:63]=[C:62]4[C:58]([CH2:59][N:60]([C@@H:65]([CH:70]([CH3:72])[CH3:71])[C:66]([O:68]C)=[O:67])[C:61]4=[O:64])=[CH:57][CH:56]=3)=[C:51]([CH3:73])[CH:50]=2)=[O:47])=[CH:44][CH:43]=1)[CH2:38][CH2:39][CH3:40]. (2) Given the product [CH3:21][O:20][C:17]1[CH:16]=[CH:15][C:14]2[C:13]3[N:12]=[C:11]([C:22]4[CH:27]=[CH:26][C:25]([O:28][CH3:29])=[CH:24][CH:23]=4)[N:10]=[C:9]([C:30]([O:32][CH3:33])=[O:31])[C:8]=3[NH:5][C:19]=2[CH:18]=1, predict the reactants needed to synthesize it. The reactants are: ClCCCl.[N:5]([C:8]1[C:9]([C:30]([O:32][CH3:33])=[O:31])=[N:10][C:11]([C:22]2[CH:27]=[CH:26][C:25]([O:28][CH3:29])=[CH:24][CH:23]=2)=[N:12][C:13]=1[C:14]1[CH:19]=[CH:18][C:17]([O:20][CH3:21])=[CH:16][CH:15]=1)=[N+]=[N-]. (3) Given the product [C:34]([O:28][C:27](=[O:29])[CH2:26][C:23]1[CH:24]=[CH:25][C:20]([C:15]([C:12]2[CH:13]=[CH:14][C:9]([O:8][CH2:7][C@@H:5]3[CH2:4][O:3][C:2]([CH3:1])([CH3:32])[O:6]3)=[C:10]([CH3:31])[CH:11]=2)([CH2:18][CH3:19])[CH2:16][CH3:17])=[CH:21][C:22]=1[CH3:30])([CH3:36])([CH3:35])[CH3:33], predict the reactants needed to synthesize it. The reactants are: [CH3:1][C:2]1([CH3:32])[O:6][C@H:5]([CH2:7][O:8][C:9]2[CH:14]=[CH:13][C:12]([C:15]([C:20]3[CH:25]=[CH:24][C:23]([CH2:26][C:27]([OH:29])=[O:28])=[C:22]([CH3:30])[CH:21]=3)([CH2:18][CH3:19])[CH2:16][CH3:17])=[CH:11][C:10]=2[CH3:31])[CH2:4][O:3]1.[CH3:33][C:34](O)([CH3:36])[CH3:35].C1CCC(N=C=NC2CCCCC2)CC1.O. (4) Given the product [O:19]1[CH2:20][CH2:21][N:22]([C:25]2[CH:26]=[CH:27][C:28]([NH:29][C:2]3[C:7]([N+:8]([O-:10])=[O:9])=[CH:6][CH:5]=[C:4]([Cl:11])[N:3]=3)=[CH:30][CH:31]=2)[CH2:23][CH2:24]1, predict the reactants needed to synthesize it. The reactants are: Cl[C:2]1[C:7]([N+:8]([O-:10])=[O:9])=[CH:6][CH:5]=[C:4]([Cl:11])[N:3]=1.C(N(CC)CC)C.[O:19]1[CH2:24][CH2:23][N:22]([C:25]2[CH:31]=[CH:30][C:28]([NH2:29])=[CH:27][CH:26]=2)[CH2:21][CH2:20]1. (5) Given the product [CH2:1]([O:4][N:5]=[C:6]1[CH2:10][N:9]([C:11](=[O:13])[CH2:23][O:22][CH3:21])[C@H:8]([C:18]([NH:42][C:38]2[CH:39]=[CH:40][C:41]3[N:29]([CH2:27][CH3:28])[C:30]4[C:35]([C:36]=3[CH:37]=2)=[CH:34][CH:33]=[CH:32][CH:31]=4)=[O:20])[CH2:7]1)[CH:2]=[CH2:3], predict the reactants needed to synthesize it. The reactants are: [CH2:1]([O:4][N:5]=[C:6]1[CH2:10][N:9]([C:11]([O:13]C(C)(C)C)=O)[C@H:8]([C:18]([OH:20])=O)[CH2:7]1)[CH:2]=[CH2:3].[CH3:21][O:22][CH2:23]C(Cl)=O.[CH2:27]([N:29]1[C:41]2[CH:40]=[CH:39][C:38]([NH2:42])=[CH:37][C:36]=2[C:35]2[C:30]1=[CH:31][CH:32]=[CH:33][CH:34]=2)[CH3:28]. (6) Given the product [Cl:5][C:6]1[CH:11]=[C:10]([Cl:12])[CH:9]=[CH:8][C:7]=1[C@@H:13]([CH3:30])[C@:14]([C:20]1[CH:21]=[C:22]2[C:27](=[CH:28][CH:29]=1)[N:26]=[CH:25][CH:24]=[CH:23]2)([OH:19])[C:15]([F:18])([F:17])[F:16], predict the reactants needed to synthesize it. The reactants are: C(O)(C)C.[Cl:5][C:6]1[CH:11]=[C:10]([Cl:12])[CH:9]=[CH:8][C:7]=1[CH:13]([CH3:30])[C:14]([C:20]1[CH:21]=[C:22]2[C:27](=[CH:28][CH:29]=1)[N:26]=[CH:25][CH:24]=[CH:23]2)([OH:19])[C:15]([F:18])([F:17])[F:16]. (7) The reactants are: F[C:2]1[CH:3]=[C:4]2[O:8][C:7](C3C=CC=CC=3)=[N:6][C:5]2=[C:15]([C:17]([OH:19])=O)[CH:16]=1.Cl.Cl.[NH2:22]C1CC2N(C)C(CCC2)C1.Cl.C(N=C=NCCCN(C)C)C.ON1C2C=CC=CC=2N=N1.C(N(CC)CC)C. Given the product [O:8]1[C:4]2=[CH:3][CH:2]=[CH:16][C:15]([C:17]([NH2:22])=[O:19])=[C:5]2[N:6]=[CH:7]1, predict the reactants needed to synthesize it.